Predict the reactants needed to synthesize the given product. From a dataset of Full USPTO retrosynthesis dataset with 1.9M reactions from patents (1976-2016). Given the product [NH2:16][C:13]1[CH:14]=[CH:15][C:8]2[CH2:7][CH2:6][N:5]([C:3](=[O:4])[C:2]([F:20])([F:1])[F:19])[CH2:11][CH2:10][C:9]=2[CH:12]=1, predict the reactants needed to synthesize it. The reactants are: [F:1][C:2]([F:20])([F:19])[C:3]([N:5]1[CH2:11][CH2:10][C:9]2[CH:12]=[C:13]([N+:16]([O-])=O)[CH:14]=[CH:15][C:8]=2[CH2:7][CH2:6]1)=[O:4].